This data is from Reaction yield outcomes from USPTO patents with 853,638 reactions. The task is: Predict the reaction yield, written as a fraction of the theoretical maximum amount of product (1.0 means a 100% yield; for example, 0.34 means a 34% yield). (1) The reactants are [Cl:1][C:2]1[CH:3]=[C:4]([C:9]2[CH:14]=[CH:13][CH:12]=[C:11]([CH:15]([C:30]3([OH:36])[CH2:35][CH2:34][CH2:33][CH2:32][CH2:31]3)[CH2:16][N:17]3[CH2:22][CH2:21][N:20](C(OC(C)(C)C)=O)[CH2:19][CH2:18]3)[CH:10]=2)[CH:5]=[CH:6][C:7]=1[Cl:8].[ClH:37].CO. The catalyst is C(OCC)C. The product is [ClH:1].[ClH:37].[Cl:1][C:2]1[CH:3]=[C:4]([C:9]2[CH:14]=[CH:13][CH:12]=[C:11]([CH:15]([C:30]3([OH:36])[CH2:31][CH2:32][CH2:33][CH2:34][CH2:35]3)[CH2:16][N:17]3[CH2:22][CH2:21][NH:20][CH2:19][CH2:18]3)[CH:10]=2)[CH:5]=[CH:6][C:7]=1[Cl:8]. The yield is 0.810. (2) The reactants are [Cl:1][C:2]1[CH:10]=[CH:9][CH:8]=[C:7]([Cl:11])[C:3]=1[C:4]([OH:6])=[O:5].[F-].[K+].[CH3:14][N:15]1[C:23]2[C:18](=[CH:19][CH:20]=[CH:21][CH:22]=2)[C:17]([CH3:24])=[C:16]1[C:25]([NH:27][C@H:28]([C:32]([NH:34][CH:35]([C:44](=[O:47])[CH2:45]Br)[CH2:36][C:37]([O:39][C:40]([CH3:43])([CH3:42])[CH3:41])=[O:38])=[O:33])[CH:29]([CH3:31])[CH3:30])=[O:26]. No catalyst specified. The product is [CH3:14][N:15]1[C:23]2[C:18](=[CH:19][CH:20]=[CH:21][CH:22]=2)[C:17]([CH3:24])=[C:16]1[C:25]([NH:27][C@H:28]([C:32]([NH:34][CH:35]([C:44](=[O:47])[CH2:45][O:5][C:4](=[O:6])[C:3]1[C:2]([Cl:1])=[CH:10][CH:9]=[CH:8][C:7]=1[Cl:11])[CH2:36][C:37]([O:39][C:40]([CH3:43])([CH3:42])[CH3:41])=[O:38])=[O:33])[CH:29]([CH3:31])[CH3:30])=[O:26]. The yield is 0.790.